Dataset: Catalyst prediction with 721,799 reactions and 888 catalyst types from USPTO. Task: Predict which catalyst facilitates the given reaction. (1) Reactant: [CH3:1][N:2]([CH3:13])[C:3]1[C:7]([CH3:8])=[CH:6][S:5][C:4]=1[C:9]([O:11]C)=[O:10].O.[OH-].[Li+].Cl. Product: [CH3:13][N:2]([CH3:1])[C:3]1[C:7]([CH3:8])=[CH:6][S:5][C:4]=1[C:9]([OH:11])=[O:10]. The catalyst class is: 24. (2) Reactant: [Br:1][C:2]1[CH:7]=[CH:6][C:5]([OH:8])=[C:4]([CH3:9])[CH:3]=1.C(=O)([O-])[O-].[K+].[K+].[CH2:16](Br)[C:17]1[CH:22]=[CH:21][CH:20]=[CH:19][CH:18]=1.O. Product: [CH2:16]([O:8][C:5]1[CH:6]=[CH:7][C:2]([Br:1])=[CH:3][C:4]=1[CH3:9])[C:17]1[CH:22]=[CH:21][CH:20]=[CH:19][CH:18]=1. The catalyst class is: 42. (3) Reactant: C(O[C:5](=[O:7])C)(=O)C.C(O)=O.[Br:11][C:12]1[CH:18]=[CH:17][CH:16]=[CH:15][C:13]=1[NH2:14]. Product: [Br:11][C:12]1[CH:18]=[CH:17][CH:16]=[CH:15][C:13]=1[NH:14][CH:5]=[O:7]. The catalyst class is: 7. (4) Reactant: [Cl:1][C:2]1[CH:7]=[CH:6][C:5]([OH:8])=[CH:4][N:3]=1.[C:9]([N:16]1[CH2:21][CH2:20][CH:19](O)[CH2:18][CH2:17]1)([O:11][C:12]([CH3:15])([CH3:14])[CH3:13])=[O:10].C1(P(C2C=CC=CC=2)C2C=CC=CC=2)C=CC=CC=1.CC(OC(/N=N/C(OC(C)C)=O)=O)C. Product: [C:12]([O:11][C:9]([N:16]1[CH2:21][CH2:20][CH:19]([O:8][C:5]2[CH:4]=[N:3][C:2]([Cl:1])=[CH:7][CH:6]=2)[CH2:18][CH2:17]1)=[O:10])([CH3:15])([CH3:13])[CH3:14]. The catalyst class is: 49. (5) Reactant: [OH:1][C:2]12[CH2:11][CH:6]3[CH2:7][CH:8]([CH2:10][CH:4]([C:5]3=O)[CH2:3]1)[CH2:9]2.[NH3:13].CO.[H][H]. Product: [NH2:13][CH:5]1[CH:6]2[CH2:11][C:2]3([OH:1])[CH2:9][CH:8]([CH2:10][CH:4]1[CH2:3]3)[CH2:7]2. The catalyst class is: 45. (6) Product: [Si:7]([O:24][C@H:25]([C@H:29]([OH:28])[CH2:30][O:31][Si:32]([C:45]([CH3:48])([CH3:47])[CH3:46])([C:33]1[CH:34]=[CH:35][CH:36]=[CH:37][CH:38]=1)[C:39]1[CH:40]=[CH:41][CH:42]=[CH:43][CH:44]=1)[C@@H:26]([F:50])[CH:27]=[O:49])([C:20]([CH3:21])([CH3:22])[CH3:23])([C:8]1[CH:13]=[CH:12][CH:11]=[CH:10][CH:9]=1)[C:14]1[CH:15]=[CH:16][CH:17]=[CH:18][CH:19]=1. Reactant: Cl.CON.CO.[Si:7]([O:24][C@@H:25]1[C@@H:29]([CH2:30][O:31][Si:32]([C:45]([CH3:48])([CH3:47])[CH3:46])([C:39]2[CH:44]=[CH:43][CH:42]=[CH:41][CH:40]=2)[C:33]2[CH:38]=[CH:37][CH:36]=[CH:35][CH:34]=2)[O:28][CH:27]([OH:49])[C@H:26]1[F:50])([C:20]([CH3:23])([CH3:22])[CH3:21])([C:14]1[CH:19]=[CH:18][CH:17]=[CH:16][CH:15]=1)[C:8]1[CH:13]=[CH:12][CH:11]=[CH:10][CH:9]=1.C(N(CC)CC)C. The catalyst class is: 69. (7) Reactant: C([O:8][C:9]1[CH:10]=[CH:11][C:12]([N+:22]([O-])=O)=[C:13]([C:15](=[O:21])[C:16]#[C:17][CH2:18][CH2:19][CH3:20])[CH:14]=1)C1C=CC=CC=1. Product: [NH2:22][C:12]1[CH:11]=[CH:10][C:9]([OH:8])=[CH:14][C:13]=1[C:15](=[O:21])[CH2:16][CH2:17][CH2:18][CH2:19][CH3:20]. The catalyst class is: 29. (8) Reactant: [N-:1]=[C:2]=[O:3].C(O[C:7](=[O:10])[CH2:8][NH2:9])C.[C:11]1([CH2:17][N:18]2[CH2:23][CH2:22][CH:21](N)[CH2:20][CH2:19]2)[CH:16]=[CH:15][CH:14]=[CH:13][CH:12]=1.CCO.Cl. Product: [C:11]1([CH2:17][N:18]2[CH2:23][CH2:22][CH:21]([N:1]3[C:7](=[O:10])[CH2:8][NH:9][C:2]3=[O:3])[CH2:20][CH2:19]2)[CH:16]=[CH:15][CH:14]=[CH:13][CH:12]=1. The catalyst class is: 22. (9) Reactant: [C:1](Cl)(=O)C.[Br:5][C:6]1[CH:14]=[C:13]2[C:9]([C:10]([C:15]([OH:17])=[O:16])=[CH:11][NH:12]2)=[CH:8][CH:7]=1. Product: [CH3:1][O:16][C:15]([C:10]1[C:9]2[C:13](=[CH:14][C:6]([Br:5])=[CH:7][CH:8]=2)[NH:12][CH:11]=1)=[O:17]. The catalyst class is: 5.